From a dataset of Forward reaction prediction with 1.9M reactions from USPTO patents (1976-2016). Predict the product of the given reaction. (1) Given the reactants [F:1][C:2]1[CH:10]=[CH:9][CH:8]=[CH:7][C:3]=1[C:4](Cl)=[O:5].Cl.[NH2:12][C:13]1[CH:14]=[C:15]([B:22]([OH:24])[OH:23])[CH:16]=[C:17]([N+:19]([O-:21])=[O:20])[CH:18]=1, predict the reaction product. The product is: [F:1][C:2]1[CH:10]=[CH:9][CH:8]=[CH:7][C:3]=1[C:4]([NH:12][C:13]1[CH:14]=[C:15]([B:22]([OH:24])[OH:23])[CH:16]=[C:17]([N+:19]([O-:21])=[O:20])[CH:18]=1)=[O:5]. (2) Given the reactants [ClH:1].C(OC(=O)[N:8](C1C=CC(C#N)=CC=1)[CH2:9][C:10]1[C:14](=[O:15])[CH2:13][CH2:12][C:11]=1[NH:16][C:17]1[CH:22]=[CH:21][CH:20]=[C:19]([C:23]([F:26])([F:25])[F:24])[CH:18]=1)(C)(C)C.O1[CH2:41][CH2:40]OCC1, predict the reaction product. The product is: [ClH:1].[NH2:8][CH:9]([C:10]1[C:14](=[O:15])[CH2:13][CH2:12][C:11]=1[NH:16][C:17]1[CH:22]=[CH:21][CH:20]=[C:19]([C:23]([F:24])([F:25])[F:26])[CH:18]=1)[C:41]1[CH:40]=[CH:14][C:10]([C:9]#[N:8])=[CH:11][CH:12]=1.